Dataset: Aqueous solubility values for 9,982 compounds from the AqSolDB database. Task: Regression/Classification. Given a drug SMILES string, predict its absorption, distribution, metabolism, or excretion properties. Task type varies by dataset: regression for continuous measurements (e.g., permeability, clearance, half-life) or binary classification for categorical outcomes (e.g., BBB penetration, CYP inhibition). For this dataset (solubility_aqsoldb), we predict Y. (1) The molecule is CCCC[N+](C)(CCCC)CCCC.[I-]. The Y is 0.485 log mol/L. (2) The drug is CCOC(=O)n1c(-c2cscn2)nc2ccccc21. The Y is -2.92 log mol/L. (3) The compound is CCCCOCCOCCCC. The Y is -1.94 log mol/L.